Task: Predict the reactants needed to synthesize the given product.. Dataset: Full USPTO retrosynthesis dataset with 1.9M reactions from patents (1976-2016) (1) Given the product [CH3:6][O:7][C:8]1[NH:9][C:18](=[O:19])[C:17]([CH2:22][CH2:21][OH:20])=[C:14]([CH3:15])[N:10]=1, predict the reactants needed to synthesize it. The reactants are: S(O)(O)(=O)=O.[CH3:6][O:7][C:8](=[NH:10])[NH2:9].[OH-].[Ca+2].[OH-].[C:14]([CH:17]1[CH2:22][CH2:21][O:20][C:18]1=[O:19])(=O)[CH3:15]. (2) Given the product [Cl:17][C:10]1[N:6]([S:3]([N:2]([CH3:11])[CH3:1])(=[O:4])=[O:5])[N:7]=[CH:8][CH:9]=1, predict the reactants needed to synthesize it. The reactants are: [CH3:1][N:2]([CH3:11])[S:3]([N:6]1[CH:10]=[CH:9][CH:8]=[N:7]1)(=[O:5])=[O:4].C([Li])CCC.[Cl:17]C(Cl)(Cl)C(Cl)(Cl)Cl.O. (3) Given the product [Cl:43][C:44]1[N:49]=[CH:48][C:47]([CH2:50][NH:51][C:38]([C:35]2([C:41]#[N:42])[CH2:34][CH2:33][N:32]([C:30]([O:29][C:25]([CH3:26])([CH3:27])[CH3:28])=[O:31])[CH2:37][CH2:36]2)=[O:40])=[CH:46][CH:45]=1, predict the reactants needed to synthesize it. The reactants are: CN(C(ON1N=NC2C=CC=NC1=2)=[N+](C)C)C.F[P-](F)(F)(F)(F)F.[C:25]([O:29][C:30]([N:32]1[CH2:37][CH2:36][C:35]([C:41]#[N:42])([C:38]([OH:40])=O)[CH2:34][CH2:33]1)=[O:31])([CH3:28])([CH3:27])[CH3:26].[Cl:43][C:44]1[N:49]=[CH:48][C:47]([CH2:50][NH2:51])=[CH:46][CH:45]=1.CCN(C(C)C)C(C)C. (4) Given the product [F:25][CH:2]([F:1])[C:3]1[N:8]2[N:9]=[CH:10][C:11]([C:12]3[O:14][N:39]=[C:28]([C:29]4[CH:30]=[CH:31][C:32]([S:35]([NH2:36])(=[O:37])=[O:38])=[CH:33][CH:34]=4)[N:27]=3)=[C:7]2[N:6]=[C:5]([C:15]2[CH:20]=[CH:19][C:18]([C:21]([F:23])([F:24])[F:22])=[CH:17][CH:16]=2)[CH:4]=1, predict the reactants needed to synthesize it. The reactants are: [F:1][CH:2]([F:25])[C:3]1[N:8]2[N:9]=[CH:10][C:11]([C:12]([OH:14])=O)=[C:7]2[N:6]=[C:5]([C:15]2[CH:20]=[CH:19][C:18]([C:21]([F:24])([F:23])[F:22])=[CH:17][CH:16]=2)[CH:4]=1.O[NH:27][C:28](=[NH:39])[C:29]1[CH:34]=[CH:33][C:32]([S:35](=[O:38])(=[O:37])[NH2:36])=[CH:31][CH:30]=1. (5) Given the product [I:16][C:14]1[CH:15]=[C:10]2[N:9]=[C:8]([NH:17][C:18](=[O:22])[O:19][CH2:20][CH3:21])[N:7]([CH2:6][C:5]3[CH:23]=[CH:24][C:2]([O:1][CH2:40][C:41]4[CH:42]=[CH:43][C:44]([C:47]([F:52])([F:53])[C:48]([F:49])([F:50])[F:51])=[CH:45][CH:46]=4)=[C:3]([O:25][CH3:26])[CH:4]=3)[C:11]2=[N:12][CH:13]=1, predict the reactants needed to synthesize it. The reactants are: [OH:1][C:2]1[CH:24]=[CH:23][C:5]([CH2:6][N:7]2[C:11]3=[N:12][CH:13]=[C:14]([I:16])[CH:15]=[C:10]3[N:9]=[C:8]2[NH:17][C:18](=[O:22])[O:19][CH2:20][CH3:21])=[CH:4][C:3]=1[O:25][CH3:26].[OH-].[Na+].CC1C=CC(S(O[CH2:40][C:41]2[CH:46]=[CH:45][C:44]([C:47]([F:53])([F:52])[C:48]([F:51])([F:50])[F:49])=[CH:43][CH:42]=2)(=O)=O)=CC=1. (6) Given the product [CH3:19][O:13][C:12](=[O:14])[CH:11]([O:15][CH2:16][CH2:17][CH3:18])[CH2:10][C:6]1[CH:5]=[C:4]2[C:9](=[CH:8][CH:7]=1)[NH:1][CH:2]=[CH:3]2, predict the reactants needed to synthesize it. The reactants are: [NH:1]1[C:9]2[C:4](=[CH:5][C:6]([CH2:10][CH:11]([O:15][CH2:16][CH2:17][CH3:18])[C:12]([OH:14])=[O:13])=[CH:7][CH:8]=2)[CH:3]=[CH:2]1.[C:19](=O)([O-])O.[Na+].CI. (7) Given the product [F:1][C:2]1[CH:3]=[CH:4][C:5]([CH2:8][C:9]([N:16]2[CH2:21][CH2:20][CH2:19][CH2:18][CH2:17]2)=[O:11])=[CH:6][CH:7]=1, predict the reactants needed to synthesize it. The reactants are: [F:1][C:2]1[CH:7]=[CH:6][C:5]([CH2:8][C:9]([OH:11])=O)=[CH:4][CH:3]=1.S(Cl)(Cl)=O.[NH:16]1[CH2:21][CH2:20][CH2:19][CH2:18][CH2:17]1.